From a dataset of Reaction yield outcomes from USPTO patents with 853,638 reactions. Predict the reaction yield, written as a fraction of the theoretical maximum amount of product (1.0 means a 100% yield; for example, 0.34 means a 34% yield). (1) The reactants are C([O:3][C:4]([C:6]1[C:7]([CH:16]([F:18])[F:17])=[N:8][N:9]([CH3:15])[C:10]=1[C:11]([F:14])([F:13])[F:12])=[O:5])C.[OH-].[Na+]. The catalyst is C(O)C. The product is [CH3:15][N:9]1[C:10]([C:11]([F:12])([F:13])[F:14])=[C:6]([C:4]([OH:5])=[O:3])[C:7]([CH:16]([F:18])[F:17])=[N:8]1. The yield is 0.980. (2) The reactants are I[C:2]1[C:7]([NH2:8])=[C:6]([N+:9]([O-:11])=[O:10])[CH:5]=[C:4]([CH3:12])[CH:3]=1.[CH:13]1([C:19]#[CH:20])[CH2:18][CH2:17][CH2:16][CH2:15][CH2:14]1. No catalyst specified. The product is [CH:13]1([C:19]2[NH:8][C:7]3[C:2]([CH:20]=2)=[CH:3][C:4]([CH3:12])=[CH:5][C:6]=3[N+:9]([O-:11])=[O:10])[CH2:18][CH2:17][CH2:16][CH2:15][CH2:14]1. The yield is 0.620. (3) The reactants are CS[C:3](=[N:12][CH2:13][Si](C)(C)C)[C:4]1[CH:9]=[CH:8][C:7]([Br:10])=[C:6]([CH3:11])[CH:5]=1.[Cl:18][C:19]1[CH:20]=[C:21]([C:26](=[CH2:31])[C:27]([F:30])([F:29])[F:28])[CH:22]=[C:23]([Cl:25])[CH:24]=1.[F-].C([N+](CCCC)(CCCC)CCCC)CCC. The catalyst is C1COCC1. The product is [Br:10][C:7]1[CH:8]=[CH:9][C:4]([C:3]2[CH2:31][C:26]([C:21]3[CH:22]=[C:23]([Cl:25])[CH:24]=[C:19]([Cl:18])[CH:20]=3)([C:27]([F:28])([F:30])[F:29])[CH2:13][N:12]=2)=[CH:5][C:6]=1[CH3:11]. The yield is 0.750. (4) The reactants are [N:1]1[C:10]2[C:5](=[CH:6][CH:7]=[CH:8][CH:9]=2)[CH:4]=[CH:3][C:2]=1[CH2:11][O:12][C:13]1[CH:18]=[CH:17][C:16]([CH2:19][C:20]([O:22][CH2:23][C:24]([C:26]2[CH:31]=[CH:30][C:29]([O:32][CH3:33])=[C:28]([Cl:34])[CH:27]=2)=O)=[O:21])=[CH:15][CH:14]=1.[H-].[Na+]. The catalyst is CN(C=O)C. The product is [Cl:34][C:28]1[CH:27]=[C:26]([C:24]2[CH2:23][O:22][C:20](=[O:21])[C:19]=2[C:16]2[CH:15]=[CH:14][C:13]([O:12][CH2:11][C:2]3[CH:3]=[CH:4][C:5]4[C:10](=[CH:9][CH:8]=[CH:7][CH:6]=4)[N:1]=3)=[CH:18][CH:17]=2)[CH:31]=[CH:30][C:29]=1[O:32][CH3:33]. The yield is 0.0600. (5) The reactants are CCN=C=NCCCN(C)C.Cl.OC1C=CC=C[N+]=1[O-].[Cl:21][C:22]1[CH:23]=[C:24]([N:39]2[CH:43]=[N:42][C:41]([C:44]([OH:46])=O)=[N:40]2)[CH:25]=[C:26]([Cl:38])[C:27]=1[O:28][CH2:29][C:30]1[CH:35]=[CH:34][C:33]([O:36][CH3:37])=[CH:32][CH:31]=1.[O:47]([C:54]1[CH:62]=[CH:61][C:57]([CH2:58][NH:59][OH:60])=[CH:56][CH:55]=1)[C:48]1[CH:53]=[CH:52][CH:51]=[CH:50][CH:49]=1. The catalyst is N1C=CC=CC=1. The product is [Cl:21][C:22]1[CH:23]=[C:24]([N:39]2[CH:43]=[N:42][C:41]([C:44]([N:59]([OH:60])[CH2:58][C:57]3[CH:56]=[CH:55][C:54]([O:47][C:48]4[CH:53]=[CH:52][CH:51]=[CH:50][CH:49]=4)=[CH:62][CH:61]=3)=[O:46])=[N:40]2)[CH:25]=[C:26]([Cl:38])[C:27]=1[O:28][CH2:29][C:30]1[CH:31]=[CH:32][C:33]([O:36][CH3:37])=[CH:34][CH:35]=1. The yield is 0.320.